Dataset: Aqueous solubility values for 9,982 compounds from the AqSolDB database. Task: Regression/Classification. Given a drug SMILES string, predict its absorption, distribution, metabolism, or excretion properties. Task type varies by dataset: regression for continuous measurements (e.g., permeability, clearance, half-life) or binary classification for categorical outcomes (e.g., BBB penetration, CYP inhibition). For this dataset (solubility_aqsoldb), we predict Y. (1) The molecule is N#Cc1cccc(N)c1. The Y is -1.17 log mol/L. (2) The compound is FC(F)=C(F)F. The Y is -2.80 log mol/L. (3) The molecule is CN(C)CCCN1CN(CCCN(C)C)CN(CCCN(C)C)C1. The Y is 0.164 log mol/L. (4) The molecule is CC(C)(C)C(O)C(Cc1ccc(Cl)cc1)n1cncn1. The Y is -4.05 log mol/L. (5) The compound is NS(=O)(=O)c1ccc(NC(=O)CCC(=O)O)cc1. The Y is -2.03 log mol/L. (6) The Y is -1.94 log mol/L. The compound is CC1(C)S[C@@H]2[C@H](N)C(=O)N2[C@H]1C(=O)O. (7) The drug is COc1cc(C(=O)CO)ccc1O. The Y is -1.78 log mol/L.